Dataset: Reaction yield outcomes from USPTO patents with 853,638 reactions. Task: Predict the reaction yield, written as a fraction of the theoretical maximum amount of product (1.0 means a 100% yield; for example, 0.34 means a 34% yield). The reactants are [CH3:1][C:2]1[N:7]=[C:6]([C:8]2[CH:13]=[CH:12][CH:11]=[C:10]([C:14]3[CH:15]=[C:16]([S:20]([NH2:23])(=[O:22])=[O:21])[CH:17]=[CH:18][CH:19]=3)[N:9]=2)[CH:5]=[C:4]([C:24]2[CH:29]=[CH:28][C:27]([C:30]([F:33])([F:32])[F:31])=[CH:26][CH:25]=2)[CH:3]=1.C(N(C(C)C)C(C)C)C.[CH3:43][O:44][CH2:45][C:46](Cl)=[O:47]. The catalyst is ClCCl. The product is [CH3:43][O:44][CH2:45][C:46]([NH:23][S:20]([C:16]1[CH:17]=[CH:18][CH:19]=[C:14]([C:10]2[N:9]=[C:8]([C:6]3[CH:5]=[C:4]([C:24]4[CH:29]=[CH:28][C:27]([C:30]([F:33])([F:31])[F:32])=[CH:26][CH:25]=4)[CH:3]=[C:2]([CH3:1])[N:7]=3)[CH:13]=[CH:12][CH:11]=2)[CH:15]=1)(=[O:21])=[O:22])=[O:47]. The yield is 0.130.